This data is from Experimentally validated miRNA-target interactions with 360,000+ pairs, plus equal number of negative samples. The task is: Binary Classification. Given a miRNA mature sequence and a target amino acid sequence, predict their likelihood of interaction. (1) The miRNA is hsa-miR-769-5p with sequence UGAGACCUCUGGGUUCUGAGCU. The protein sequence of the target gene is MADIQTERAYQKQPTIFQNKKRVLLGETGKEKLPRYYKNIGLGFKTPKEAIEGTYIDKKCPFTGNVSIRGRILSGVVTKMKMQRTIVIRRDYLHYIRKYNRFEKRHKNMSVHLSPCFRDVQIGDIVTVGECRPLSKTVRFNVLKVTKAAGTKKQFQKF. Result: 0 (no interaction). (2) The miRNA is hsa-miR-519a-3p with sequence AAAGUGCAUCCUUUUAGAGUGU. The protein sequence of the target gene is MEEPSEPEGLIDWKERCVALEAQLMKFRVQASKIRELLADKMQQLERQVIDAERQAEKAFQEVQVMEEKLKAANIQTSESETRLYKKCQDLESVMQEKDDIIQNLALRLEEQKQVRIQEAKIIEEKAAKIKEWVTVKLNELEVENQNLRFINQTQTEEIRAIQSKLQELQEKKISCVSSPKTSEGQRNLTFGCFLSRAKSPPCVVRCEEVSKMASNEPEITEGRCVEEMEIAEKPADNQVQENSRSQRKLHETSCSSEQNQKTRASFAMDGGTSQNSGVPVSDWSSDEDDGSKGRSKSRC.... Result: 0 (no interaction). (3) The miRNA is hsa-miR-548b-3p with sequence CAAGAACCUCAGUUGCUUUUGU. The protein sequence of the target gene is MEEVRGENEGKLEKEGKPEDEVEPEDEEKSDEDEKPDKKAKPAPRQGKPEEEAKPDEQGQDEGKPEKQGKSDGEGKRQGESKPDSQAKSASEARAAEKRPAEDYVPRKAKRKTDRGTDDSPKNSQEDLQDRHVSSEEMMRECADMTRAQEELRKRQKMGGFHWVPRDAQDALVPRGPRGVRGVRGGGGRSQRGLHDIPYL. Result: 0 (no interaction). (4) The miRNA is hsa-miR-6851-3p with sequence UGGCCCUUUGUACCCCUCCAG. The protein sequence of the target gene is MAAGSRTSLLLAFALLCLPWLQEAGAVQTVPLSRLFKEAMLQAHRAHQLAIDTYQEFISSWGMEAYITKEQKYSFLHDSQTSFCFSDSIPTSSNMEETQQKSNLELLHISLLLIESRLEPVRFLRSTFTNNLVYDTSDSDDYHLLKDLEEGIQMLMGRLEDGSHLTGQTLKQTYSKFDTNSHNHDALLKNYGLLHCFRKDMDKVETFLRMVQCRSVEGSCGF. Result: 0 (no interaction).